Dataset: Reaction yield outcomes from USPTO patents with 853,638 reactions. Task: Predict the reaction yield, written as a fraction of the theoretical maximum amount of product (1.0 means a 100% yield; for example, 0.34 means a 34% yield). (1) The reactants are Cl[CH2:2][S:3]([NH:6][C:7]1[CH:8]=[C:9]2[C:14](=[CH:15][CH:16]=1)[CH:13]=[N:12][CH:11]=[CH:10]2)(=[O:5])=[O:4].[NH2:17][C:18]1[CH:19]=[C:20]([CH:25]=[CH:26][CH:27]=1)[C:21]([NH:23][CH3:24])=[O:22]. The catalyst is CO. The product is [NH3:6].[CH:13]1[C:14]2[C:9](=[CH:8][C:7]([NH:6][S:3]([CH2:2][NH:17][C:18]3[CH:19]=[C:20]([CH:25]=[CH:26][CH:27]=3)[C:21]([NH:23][CH3:24])=[O:22])(=[O:5])=[O:4])=[CH:16][CH:15]=2)[CH:10]=[CH:11][N:12]=1. The yield is 0.0200. (2) The reactants are [CH2:1]([C:4]1[N:8]([CH2:9][C:10]2[CH:29]=[CH:28][C:13]3/[C:14](=[CH:23]/[C:24]([NH:26][NH2:27])=[O:25])/[C:15]4[CH:22]=[CH:21][CH:20]=[CH:19][C:16]=4[CH2:17][CH2:18][C:12]=3[CH:11]=2)[C:7]2[CH:30]=[CH:31][CH:32]=[CH:33][C:6]=2[N:5]=1)[CH2:2][CH3:3].[CH:34](OCC)(OCC)OCC. No catalyst specified. The product is [CH2:1]([C:4]1[N:8]([CH2:9][C:10]2[CH:29]=[CH:28][C:13]3/[C:14](=[CH:23]/[C:24]4[O:25][CH:34]=[N:27][N:26]=4)/[C:15]4[CH:22]=[CH:21][CH:20]=[CH:19][C:16]=4[CH2:17][CH2:18][C:12]=3[CH:11]=2)[C:7]2[CH:30]=[CH:31][CH:32]=[CH:33][C:6]=2[N:5]=1)[CH2:2][CH3:3]. The yield is 0.930. (3) The reactants are [OH:1][C:2]1[CH:10]=[CH:9][C:5]([C:6]([OH:8])=[O:7])=[CH:4][C:3]=1[CH3:11].[OH-].C([P+](CCCC)(CCCC)CCCC)CCC.Br[CH2:31][CH2:32][O:33][CH3:34].Cl. The catalyst is C1COCC1. The product is [CH3:34][O:33][CH2:32][CH2:31][O:1][C:2]1[CH:10]=[CH:9][C:5]([C:6]([OH:8])=[O:7])=[CH:4][C:3]=1[CH3:11]. The yield is 0.0600. (4) The reactants are O[N:2]1C(=O)CCC1=O.C(=NC(C)C)=NC(C)C.[C:18]([CH2:20][C:21]([N:23]1[CH2:28][CH2:27][CH2:26][C@@H:25]([NH:29][C:30]2[C:35]([C:36](O)=[O:37])=[CH:34][N:33]=[C:32]([C:39]3[N:43]4[CH:44]=[C:45]([F:48])[CH:46]=[CH:47][C:42]4=[N:41][CH:40]=3)[N:31]=2)[CH2:24]1)=[O:22])#[N:19].O. The catalyst is CN(C)C=O. The product is [C:18]([CH2:20][C:21]([N:23]1[CH2:28][CH2:27][CH2:26][C@@H:25]([NH:29][C:30]2[C:35]([C:36]([NH2:2])=[O:37])=[CH:34][N:33]=[C:32]([C:39]3[N:43]4[CH:44]=[C:45]([F:48])[CH:46]=[CH:47][C:42]4=[N:41][CH:40]=3)[N:31]=2)[CH2:24]1)=[O:22])#[N:19]. The yield is 0.0500. (5) The reactants are P(Cl)(Cl)([Cl:3])=O.[N+:6]1([O-])[CH:11]=[CH:10][CH:9]=[C:8]2[CH2:12][CH2:13][CH:14]([C:15]([O:17][CH3:18])=[O:16])[C:7]=12.O. The catalyst is CN(C=O)C.C(Cl)(Cl)Cl. The product is [Cl:3][C:11]1[N:6]=[C:7]2[CH:14]([C:15]([O:17][CH3:18])=[O:16])[CH2:13][CH2:12][C:8]2=[CH:9][CH:10]=1. The yield is 0.250. (6) The reactants are C([O:8][C:9]1[CH:14]=[CH:13][C:12]([C:15]2[O:19][C:18]([CH3:21])([CH3:20])[C:17](=[O:22])[C:16]=2[C:23]2[CH:28]=[CH:27][C:26]([O:29][CH3:30])=[CH:25][CH:24]=2)=[CH:11][CH:10]=1)C1C=CC=CC=1. The catalyst is CO.[OH-].[OH-].[Pd+2]. The product is [OH:8][C:9]1[CH:10]=[CH:11][C:12]([C:15]2[O:19][C:18]([CH3:20])([CH3:21])[C:17](=[O:22])[C:16]=2[C:23]2[CH:24]=[CH:25][C:26]([O:29][CH3:30])=[CH:27][CH:28]=2)=[CH:13][CH:14]=1. The yield is 0.640.